From a dataset of Catalyst prediction with 721,799 reactions and 888 catalyst types from USPTO. Predict which catalyst facilitates the given reaction. Reactant: CCN(C(C)C)C(C)C.[N:10]1([C:15]([C:17]2[CH:25]=[CH:24][C:20]([C:21]([OH:23])=O)=[CH:19][CH:18]=2)=[O:16])[CH2:14][CH2:13][CH2:12][CH2:11]1.C1C=CC2N(O)N=NC=2C=1.CCN=C=NCCCN(C)C.Cl.[NH2:48][CH2:49][C:50]([N:52]1[CH2:57][CH2:56][CH:55]([O:58][C:59]2[CH:64]=[CH:63][CH:62]=[C:61]([C:65]([F:68])([F:67])[F:66])[CH:60]=2)[CH2:54][CH2:53]1)=[O:51]. Product: [O:51]=[C:50]([N:52]1[CH2:53][CH2:54][CH:55]([O:58][C:59]2[CH:64]=[CH:63][CH:62]=[C:61]([C:65]([F:68])([F:66])[F:67])[CH:60]=2)[CH2:56][CH2:57]1)[CH2:49][NH:48][C:21](=[O:23])[C:20]1[CH:19]=[CH:18][C:17]([C:15]([N:10]2[CH2:11][CH2:12][CH2:13][CH2:14]2)=[O:16])=[CH:25][CH:24]=1. The catalyst class is: 18.